Dataset: Forward reaction prediction with 1.9M reactions from USPTO patents (1976-2016). Task: Predict the product of the given reaction. (1) Given the reactants C1(C2C(CN3CCN(CC4C=C([Cl:32])C=C(Cl)C=4)CC3)=CC(F)=C(C=2)C(OC(C)(C)C)=O)CC1.[Cl:34][C:35]1[C:36]([C:66]([F:69])([F:68])[F:67])=[CH:37][C:38]([O:41][CH:42]2[CH2:47][CH2:46][N:45]([CH2:48][C:49]3[C:61]([CH:62]4[CH2:64][CH2:63]4)=[CH:60][C:52]([C:53]([O:55]C(C)(C)C)=[O:54])=[C:51]([F:65])[CH:50]=3)[CH2:44][CH2:43]2)=[N:39][CH:40]=1, predict the reaction product. The product is: [ClH:32].[Cl:34][C:35]1[C:36]([C:66]([F:69])([F:68])[F:67])=[CH:37][C:38]([O:41][CH:42]2[CH2:43][CH2:44][N:45]([CH2:48][C:49]3[C:61]([CH:62]4[CH2:64][CH2:63]4)=[CH:60][C:52]([C:53]([OH:55])=[O:54])=[C:51]([F:65])[CH:50]=3)[CH2:46][CH2:47]2)=[N:39][CH:40]=1. (2) Given the reactants Br[C:2]1[N:18]=[C:5]2[CH:6]=[C:7]([NH:10][C:11](=[O:17])[O:12][C:13]([CH3:16])([CH3:15])[CH3:14])[CH:8]=[CH:9][N:4]2[N:3]=1.[N:19]1[CH:24]=[CH:23][CH:22]=[C:21](B(O)O)[CH:20]=1, predict the reaction product. The product is: [N:19]1[CH:24]=[CH:23][CH:22]=[C:21]([C:2]2[N:18]=[C:5]3[CH:6]=[C:7]([NH:10][C:11](=[O:17])[O:12][C:13]([CH3:16])([CH3:15])[CH3:14])[CH:8]=[CH:9][N:4]3[N:3]=2)[CH:20]=1. (3) Given the reactants [N:1]([C:4]1[CH:9]=[CH:8][CH:7]=[C:6]([N+:10]([O-:12])=[O:11])[CH:5]=1)=[N+:2]=[N-:3].[CH3:13][Si:14]([C:17]#[CH:18])([CH3:16])[CH3:15], predict the reaction product. The product is: [N+:10]([C:6]1[CH:5]=[C:4]([N:1]2[CH:18]=[C:17]([Si:14]([CH3:16])([CH3:15])[CH3:13])[N:3]=[N:2]2)[CH:9]=[CH:8][CH:7]=1)([O-:12])=[O:11]. (4) Given the reactants [CH2:1]([C:8]1[S:12][C:11]([C:13]2[CH:18]=[C:17]([F:19])[CH:16]=[CH:15][C:14]=2[F:20])=[N:10][C:9]=1[C@H:21]([NH:26][S@@](C(C)(C)C)=O)[C:22]([CH3:25])([CH3:24])[CH3:23])[C:2]1[CH:7]=[CH:6][CH:5]=[CH:4][CH:3]=1.CO.Cl.O1CCOCC1, predict the reaction product. The product is: [CH2:1]([C:8]1[S:12][C:11]([C:13]2[CH:18]=[C:17]([F:19])[CH:16]=[CH:15][C:14]=2[F:20])=[N:10][C:9]=1[C@H:21]([NH2:26])[C:22]([CH3:24])([CH3:23])[CH3:25])[C:2]1[CH:3]=[CH:4][CH:5]=[CH:6][CH:7]=1. (5) The product is: [ClH:1].[CH3:48][N:47]([CH3:49])[C:45]([CH2:44][O:36][C:35](=[O:37])[C:34]1[CH:38]=[CH:39][C:31]([NH:30][C:28]([C@H:9]2[C@H:8]([C:4]3[CH:5]=[CH:6][CH:7]=[C:2]([Cl:1])[C:3]=3[F:42])[C@:12]([C:15]3[CH:20]=[CH:19][C:18]([Cl:21])=[CH:17][C:16]=3[F:22])([C:13]#[N:14])[C@H:11]([CH2:23][C:24]([CH3:26])([CH3:27])[CH3:25])[NH:10]2)=[O:29])=[C:32]([O:40][CH3:41])[CH:33]=1)=[O:46]. Given the reactants [Cl:1][C:2]1[C:3]([F:42])=[C:4]([C@@H:8]2[C@:12]([C:15]3[CH:20]=[CH:19][C:18]([Cl:21])=[CH:17][C:16]=3[F:22])([C:13]#[N:14])[C@H:11]([CH2:23][C:24]([CH3:27])([CH3:26])[CH3:25])[NH:10][C@H:9]2[C:28]([NH:30][C:31]2[CH:39]=[CH:38][C:34]([C:35]([OH:37])=[O:36])=[CH:33][C:32]=2[O:40][CH3:41])=[O:29])[CH:5]=[CH:6][CH:7]=1.O[CH2:44][C:45]([N:47]([CH3:49])[CH3:48])=[O:46], predict the reaction product. (6) Given the reactants [CH3:1][O:2][C:3](=[O:21])[C:4]1[CH:9]=[C:8]([CH:10]([OH:12])[CH3:11])[C:7]([C:13]([F:16])([F:15])[F:14])=[CH:6][C:5]=1[NH:17]C(=O)C.[CH3:22]CN(CC)CC.CS(Cl)(=O)=O, predict the reaction product. The product is: [CH3:1][O:2][C:3](=[O:21])[C:4]1[CH:9]=[C:8]([CH:10]([O:12][CH3:22])[CH3:11])[C:7]([C:13]([F:16])([F:15])[F:14])=[CH:6][C:5]=1[NH2:17].